This data is from Forward reaction prediction with 1.9M reactions from USPTO patents (1976-2016). The task is: Predict the product of the given reaction. (1) Given the reactants [NH2:1][C@H:2]([CH2:21][C:22]1[CH:27]=[CH:26][C:25]([Cl:28])=[CH:24][CH:23]=1)[C:3]([N:5]1[CH2:10][CH2:9][N:8]([C:11]2[CH:16]=[CH:15][CH:14]=[CH:13][C:12]=2[CH2:17][N:18]([CH3:20])[CH3:19])[CH2:7][CH2:6]1)=[O:4].[N:29]1([C:42]([O:44][C:45]([CH3:48])([CH3:47])[CH3:46])=[O:43])[CH2:38][C:37]2[C:32](=[CH:33][CH:34]=[CH:35][CH:36]=2)[CH2:31][C@H:30]1[C:39](O)=[O:40].C(Cl)CCl.C1C=CC2N(O)N=NC=2C=1, predict the reaction product. The product is: [CH3:19][N:18]([CH2:17][C:12]1[CH:13]=[CH:14][CH:15]=[CH:16][C:11]=1[N:8]1[CH2:7][CH2:6][N:5]([C:3](=[O:4])[C@H:2]([NH:1][C:39]([C@@H:30]2[CH2:31][C:32]3[C:37](=[CH:36][CH:35]=[CH:34][CH:33]=3)[CH2:38][N:29]2[C:42]([O:44][C:45]([CH3:48])([CH3:47])[CH3:46])=[O:43])=[O:40])[CH2:21][C:22]2[CH:23]=[CH:24][C:25]([Cl:28])=[CH:26][CH:27]=2)[CH2:10][CH2:9]1)[CH3:20]. (2) The product is: [Br:1][C:2]1[CH:21]=[CH:20][CH:19]=[CH:18][C:3]=1[C:4]([N:6]1[CH2:7][CH2:8][N:9]([C:12](=[O:17])[CH2:13][C:14]([NH:54][C:52]2[CH:51]=[N:50][N:49]([C:43]3[CH:48]=[CH:47][CH:46]=[CH:45][CH:44]=3)[CH:53]=2)=[O:16])[CH2:10][CH2:11]1)=[O:5]. Given the reactants [Br:1][C:2]1[CH:21]=[CH:20][CH:19]=[CH:18][C:3]=1[C:4]([N:6]1[CH2:11][CH2:10][N:9]([C:12](=[O:17])[CH2:13][C:14]([OH:16])=O)[CH2:8][CH2:7]1)=[O:5].CCN=C=NCCCN(C)C.C1C=CC2N(O)N=NC=2C=1.[C:43]1([N:49]2[CH:53]=[C:52]([NH2:54])[CH:51]=[N:50]2)[CH:48]=[CH:47][CH:46]=[CH:45][CH:44]=1, predict the reaction product. (3) Given the reactants [OH:1][C:2]1[CH:3]=[C:4]2[C:8](=[CH:9][CH:10]=1)[C:7](=[O:11])[CH2:6][CH2:5]2.Cl[C:13](C(O[Na])=O)([F:15])[F:14].C([O-])([O-])=O.[K+].[K+], predict the reaction product. The product is: [F:14][CH:13]([F:15])[O:1][C:2]1[CH:3]=[C:4]2[C:8](=[CH:9][CH:10]=1)[C:7](=[O:11])[CH2:6][CH2:5]2. (4) Given the reactants CS(C)=O.C(Cl)(=O)C(Cl)=O.[C:11]1([C:17]2[CH:18]=[N:19][N:20]3[CH:25]=[C:24]([C:26]4[CH:31]=[CH:30][C:29]([CH2:32][CH2:33][CH2:34][OH:35])=[CH:28][CH:27]=4)[CH:23]=[N:22][C:21]=23)[CH:16]=[CH:15][CH:14]=[CH:13][CH:12]=1.C(N(CC)CC)C, predict the reaction product. The product is: [C:11]1([C:17]2[CH:18]=[N:19][N:20]3[CH:25]=[C:24]([C:26]4[CH:27]=[CH:28][C:29]([CH2:32][CH2:33][CH:34]=[O:35])=[CH:30][CH:31]=4)[CH:23]=[N:22][C:21]=23)[CH:12]=[CH:13][CH:14]=[CH:15][CH:16]=1. (5) Given the reactants [Cl:1][C:2]1[CH:7]=[CH:6][CH:5]=[C:4]([N+:8]([O-])=O)[C:3]=1[C:11]([F:14])([F:13])[F:12].C(O)C.[Cl-].[Ca+2].[Cl-], predict the reaction product. The product is: [Cl:1][C:2]1[C:3]([C:11]([F:12])([F:13])[F:14])=[C:4]([NH2:8])[CH:5]=[CH:6][CH:7]=1. (6) The product is: [CH:10]12[CH2:11][CH:6]3[CH2:7][CH:8]([CH2:12][CH:4]([CH2:5]3)[CH:3]1[NH:2][CH2:16][CH2:15][CH2:21][S:18]([OH:20])(=[O:19])=[O:17])[CH2:9]2. Given the reactants Cl.[NH2:2][CH:3]1[CH:10]2[CH2:11][CH:6]3[CH2:7][CH:8]([CH2:12][CH:4]1[CH2:5]3)[CH2:9]2.[OH-].[Na+].[CH2:15]1[CH2:21][S:18](=[O:20])(=[O:19])[O:17][CH2:16]1, predict the reaction product.